Dataset: Full USPTO retrosynthesis dataset with 1.9M reactions from patents (1976-2016). Task: Predict the reactants needed to synthesize the given product. Given the product [CH2:2]([NH:4][C:5](=[O:33])[NH:6][C:7]1[CH:8]=[CH:9][C:10]([C:13]2[N:14]=[C:15]([N:26]3[CH2:31][CH2:30][O:29][CH2:28][C@@H:27]3[CH3:32])[C:16]3[CH2:21][N:20]([C:22]([O:24][CH3:25])=[O:23])[CH2:19][C:17]=3[N:18]=2)=[CH:11][CH:12]=1)[CH3:3], predict the reactants needed to synthesize it. The reactants are: Cl.[CH2:2]([NH:4][C:5](=[O:33])[NH:6][C:7]1[CH:12]=[CH:11][C:10]([C:13]2[N:14]=[C:15]([N:26]3[CH2:31][CH2:30][O:29][CH2:28][C@@H:27]3[CH3:32])[C:16]3[CH2:21][N:20]([C:22]([O:24][CH3:25])=[O:23])[CH2:19][C:17]=3[N:18]=2)=[CH:9][CH:8]=1)[CH3:3].CCN(C(C)C)C(C)C.ClC(OC)=O.